This data is from Reaction yield outcomes from USPTO patents with 853,638 reactions. The task is: Predict the reaction yield, written as a fraction of the theoretical maximum amount of product (1.0 means a 100% yield; for example, 0.34 means a 34% yield). (1) The reactants are Cl[C:2]1[C:7]2[CH:8]=[CH:9][O:10][C:6]=2[C:5]([CH3:11])=[CH:4][N:3]=1.[N:12]1([C:18]([O:20][C:21]([CH3:24])([CH3:23])[CH3:22])=[O:19])[CH2:17][CH2:16][NH:15][CH2:14][CH2:13]1.CC(C)([O-])C.[Na+].C(P(C(C)(C)C)C1C=CC=CC=1C1C=CC=CC=1)(C)(C)C. The catalyst is C1(C)C=CC=CC=1.C([O-])(=O)C.[Pd+2].C([O-])(=O)C.O. The product is [CH3:11][C:5]1[C:6]2[O:10][CH:9]=[CH:8][C:7]=2[C:2]([N:15]2[CH2:14][CH2:13][N:12]([C:18]([O:20][C:21]([CH3:24])([CH3:23])[CH3:22])=[O:19])[CH2:17][CH2:16]2)=[N:3][CH:4]=1. The yield is 0.500. (2) The reactants are Br[CH2:2][C:3]([C:5]1[CH:10]=[CH:9][C:8]([F:11])=[CH:7][CH:6]=1)=O.[CH3:12][C:13]([CH3:18])([CH3:17])[C:14]([NH2:16])=[O:15]. The catalyst is O1CCOCC1. The product is [C:13]([C:14]1[O:15][CH:2]=[C:3]([C:5]2[CH:10]=[CH:9][C:8]([F:11])=[CH:7][CH:6]=2)[N:16]=1)([CH3:18])([CH3:17])[CH3:12]. The yield is 0.550. (3) The catalyst is CCO.C(Cl)Cl.O. The product is [CH3:19][O:18][C:13]1[CH:12]=[C:11]2[C:16]([C:7]([CH2:6][C:5]3[CH:31]=[CH:32][C:2]([O:1][CH2:41][CH2:42][N:43]4[CH2:47][CH2:46][CH2:45][CH2:44]4)=[CH:3][CH:4]=3)=[C:8]([C:21]3[CH:26]=[CH:25][C:24]([C:27]([F:30])([F:28])[F:29])=[CH:23][CH:22]=3)[C:9](=[O:20])[O:10]2)=[CH:15][C:14]=1[CH3:17]. The yield is 0.610. The reactants are [OH:1][C:2]1[CH:32]=[CH:31][C:5]([CH2:6][C:7]2[C:16]3[C:11](=[CH:12][C:13]([O:18][CH3:19])=[C:14]([CH3:17])[CH:15]=3)[O:10][C:9](=[O:20])[C:8]=2[C:21]2[CH:26]=[CH:25][C:24]([C:27]([F:30])([F:29])[F:28])=[CH:23][CH:22]=2)=[CH:4][CH:3]=1.C([O-])([O-])=O.[K+].[K+].Cl.Cl[CH2:41][CH2:42][N:43]1[CH2:47][CH2:46][CH2:45][CH2:44]1.O. (4) The reactants are [F:1][C:2]1[CH:18]=[CH:17][C:16]([O:19][C:20]([F:23])([F:22])[F:21])=[CH:15][C:3]=1[C:4]([NH:6][C:7]1[CH:12]=[CH:11][N:10]=[C:9]([O:13]C)[CH:8]=1)=[O:5].[Si](I)(C)(C)C. The catalyst is C(#N)C. The product is [F:1][C:2]1[CH:18]=[CH:17][C:16]([O:19][C:20]([F:23])([F:21])[F:22])=[CH:15][C:3]=1[C:4]([NH:6][C:7]1[CH:12]=[CH:11][NH:10][C:9](=[O:13])[CH:8]=1)=[O:5]. The yield is 0.620. (5) The reactants are Cl.[CH3:2][C@:3]([C:7]([OH:9])=[O:8])([CH2:5][SH:6])[NH2:4].[OH:10][C:11]1[CH:18]=[C:17]([OH:19])[CH:16]=[CH:15][C:12]=1[C:13]#N.C(N(CC)CC)C.[OH-].[K+]. The catalyst is C(O)C.O. The product is [OH:10][C:11]1[CH:18]=[C:17]([OH:19])[CH:16]=[CH:15][C:12]=1[C:13]1[S:6][CH2:5][C@:3]([CH3:2])([C:7]([OH:9])=[O:8])[N:4]=1. The yield is 0.876.